This data is from Catalyst prediction with 721,799 reactions and 888 catalyst types from USPTO. The task is: Predict which catalyst facilitates the given reaction. (1) The catalyst class is: 1. Reactant: [CH3:1][C:2]([CH2:17][CH2:18][CH:19]=[C:20]([CH3:22])[CH3:21])=[CH:3][CH2:4][O:5][C:6]1[CH:7]=[C:8]([CH:12]=[CH:13][C:14]=1[O:15][CH3:16])[C:9]([OH:11])=[O:10].C(N(CC)C(C)C)(C)C.[CH3:32][O:33][CH2:34]Cl. Product: [CH3:32][O:33][CH2:34][O:10][C:9](=[O:11])[C:8]1[CH:12]=[CH:13][C:14]([O:15][CH3:16])=[C:6]([O:5][CH2:4][CH:3]=[C:2]([CH3:1])[CH2:17][CH2:18][CH:19]=[C:20]([CH3:22])[CH3:21])[CH:7]=1. (2) Reactant: [Br:1][C:2]1[CH:3]=[CH:4][CH:5]=[C:6]2[C:10]=1[NH:9][C:8]([C:11]([O:13][CH2:14][CH3:15])=[O:12])=[C:7]2[CH2:16][CH2:17][CH2:18][OH:19].CS(C)=O.C(N(CC)CC)C.S(O)(O)(=O)=O.N1C=CC=CC=1. Product: [Br:1][C:2]1[CH:3]=[CH:4][CH:5]=[C:6]2[C:10]=1[NH:9][C:8]([C:11]([O:13][CH2:14][CH3:15])=[O:12])=[C:7]2[CH2:16][CH2:17][CH:18]=[O:19]. The catalyst class is: 96. (3) Reactant: [C:1]([C@@H:4]1[CH2:8][CH2:7][CH2:6][N:5]1[C:9]([O:11][C:12]([CH3:15])([CH3:14])[CH3:13])=[O:10])(=[S:3])[NH2:2].[Br:16][C:17]1[CH:26]=[CH:25][C:20]([C:21](=O)[CH2:22]Br)=[CH:19][CH:18]=1. Product: [Br:16][C:17]1[CH:26]=[CH:25][C:20]([C:21]2[N:2]=[C:1]([C@@H:4]3[CH2:8][CH2:7][CH2:6][N:5]3[C:9]([O:11][C:12]([CH3:15])([CH3:14])[CH3:13])=[O:10])[S:3][CH:22]=2)=[CH:19][CH:18]=1. The catalyst class is: 8. (4) Reactant: [C:1]([C:3]1[CH:21]=[C:20]([N+:22]([O-])=O)[CH:19]=[CH:18][C:4]=1[N:5]([CH2:12][CH2:13][CH2:14][CH2:15][CH2:16][CH3:17])[CH2:6][CH2:7][CH2:8][CH2:9][CH2:10][CH3:11])#[N:2]. Product: [C:1]([C:3]1[CH:21]=[C:20]([NH2:22])[CH:19]=[CH:18][C:4]=1[N:5]([CH2:12][CH2:13][CH2:14][CH2:15][CH2:16][CH3:17])[CH2:6][CH2:7][CH2:8][CH2:9][CH2:10][CH3:11])#[N:2]. The catalyst class is: 19.